The task is: Predict the product of the given reaction.. This data is from Forward reaction prediction with 1.9M reactions from USPTO patents (1976-2016). (1) Given the reactants Br[C:2]1[CH:11]=[C:10]2[C:5]([CH2:6][CH2:7][NH:8][CH2:9]2)=[CH:4][CH:3]=1.C1C=CC(P(C2C(C3C(P(C4C=CC=CC=4)C4C=CC=CC=4)=C[CH:42]=[C:41]4[C:36]=3C=CC=[CH:40]4)=[C:42]3[C:41]([CH:40]=CC=C3)=[CH:36]C=2)C2C=CC=CC=2)=CC=1.[C:58]([O-:61])([O-])=[O:59].[Cs+].[Cs+].[NH:64]1[CH2:69][CH2:68][O:67][CH2:66][CH2:65]1, predict the reaction product. The product is: [C:41]([O:61][C:58]([N:8]1[CH2:7][CH2:6][C:5]2[C:10](=[CH:11][C:2]([N:64]3[CH2:69][CH2:68][O:67][CH2:66][CH2:65]3)=[CH:3][CH:4]=2)[CH2:9]1)=[O:59])([CH3:40])([CH3:36])[CH3:42]. (2) Given the reactants CC(C)(S([NH:6][C:7]1([C:18]2[N:23]=[CH:22][CH:21]=[CH:20][N:19]=2)[CH2:10][N:9]([C:11]([O:13][C:14]([CH3:17])([CH3:16])[CH3:15])=[O:12])[CH2:8]1)=O)C.[ClH:25].CCOCC, predict the reaction product. The product is: [ClH:25].[NH2:6][C:7]1([C:18]2[N:19]=[CH:20][CH:21]=[CH:22][N:23]=2)[CH2:8][N:9]([C:11]([O:13][C:14]([CH3:17])([CH3:16])[CH3:15])=[O:12])[CH2:10]1. (3) Given the reactants C(O[C:6](=O)[NH:7][C@@H:8]([C:20]1[CH:25]=[CH:24][C:23]([O:26][CH2:27][CH2:28][O:29][CH:30]2[CH2:35][CH2:34][CH2:33][CH2:32][O:31]2)=[CH:22][CH:21]=1)[C:9]([N:11]1[CH2:15][CH2:14][C@H:13]([O:16][CH2:17][CH2:18][OH:19])[CH2:12]1)=O)(C)(C)C.[H-].[Al+3].[Li+].[H-].[H-].[H-].C(=O)([O-])[O-].[Na+].[Na+].ClCCl, predict the reaction product. The product is: [CH3:6][NH:7][C@@H:8]([C:20]1[CH:25]=[CH:24][C:23]([O:26][CH2:27][CH2:28][O:29][CH:30]2[CH2:35][CH2:34][CH2:33][CH2:32][O:31]2)=[CH:22][CH:21]=1)[CH2:9][N:11]1[CH2:15][CH2:14][C@H:13]([O:16][CH2:17][CH2:18][OH:19])[CH2:12]1. (4) Given the reactants [F:1][C:2]1[CH:7]=[C:6]([I:8])[CH:5]=[C:4]([F:9])[C:3]=1[CH:10]([OH:12])[CH3:11].C(=O)([O-])O.[Na+].Cl[O-].[Na+], predict the reaction product. The product is: [F:1][C:2]1[CH:7]=[C:6]([I:8])[CH:5]=[C:4]([F:9])[C:3]=1[C:10](=[O:12])[CH3:11]. (5) Given the reactants [NH2:1][C:2]1[CH:3]=[CH:4][C:5]([C:15]([O:17][CH2:18][C:19]2[CH:24]=[CH:23][CH:22]=[CH:21][CH:20]=2)=[O:16])=[C:6]2[C:10]=1[O:9][CH:8]([CH2:11][N:12]([CH3:14])[CH3:13])[CH2:7]2.Cl[C:26]1[N:35]=[CH:34][C:33]2[N:32]([CH3:36])[C:31](=[O:37])[C@@H:30]([CH2:38][CH3:39])[N:29]([CH:40]3[CH2:44][CH2:43][CH2:42][CH2:41]3)[C:28]=2[N:27]=1.O.C1(C)C=CC(S(O)(=O)=O)=CC=1, predict the reaction product. The product is: [CH:40]1([N:29]2[C:28]3[N:27]=[C:26]([NH:1][C:2]4[CH:3]=[CH:4][C:5]([C:15]([O:17][CH2:18][C:19]5[CH:20]=[CH:21][CH:22]=[CH:23][CH:24]=5)=[O:16])=[C:6]5[C:10]=4[O:9][CH:8]([CH2:11][N:12]([CH3:14])[CH3:13])[CH2:7]5)[N:35]=[CH:34][C:33]=3[N:32]([CH3:36])[C:31](=[O:37])[C@H:30]2[CH2:38][CH3:39])[CH2:41][CH2:42][CH2:43][CH2:44]1. (6) Given the reactants [N:1]1([CH2:7][C:8]2[CH:15]=[CH:14][C:11]([CH:12]=O)=[CH:10][CH:9]=2)[CH2:6][CH2:5][O:4][CH2:3][CH2:2]1.[CH2:16]([O:23][C:24]([N:26]1[CH:30]([C:31](=[O:50])[NH:32][C:33]2[S:34][CH:35]=[C:36]([C:38]3[CH:43]=[CH:42][C:41]([C:44](=[O:49])[NH:45][CH:46]4[CH2:48][CH2:47]4)=[CH:40][CH:39]=3)[N:37]=2)[CH2:29][S:28]C1C1C=CC=C(CN2CCOCC2)C=1)=[O:25])[C:17]1[CH:22]=[CH:21][CH:20]=[CH:19][CH:18]=1, predict the reaction product. The product is: [CH2:16]([O:23][C:24]([N:26]1[CH:30]([C:31](=[O:50])[NH:32][C:33]2[S:34][CH:35]=[C:36]([C:38]3[CH:39]=[CH:40][C:41]([C:44](=[O:49])[NH:45][CH:46]4[CH2:48][CH2:47]4)=[CH:42][CH:43]=3)[N:37]=2)[CH2:29][S:28][CH:12]1[C:11]1[CH:14]=[CH:15][C:8]([CH2:7][N:1]2[CH2:6][CH2:5][O:4][CH2:3][CH2:2]2)=[CH:9][CH:10]=1)=[O:25])[C:17]1[CH:22]=[CH:21][CH:20]=[CH:19][CH:18]=1. (7) Given the reactants [C:1]([Si:5]([CH3:25])([CH3:24])[C:6]1[C:11]([F:12])=[C:10]([C:13]2[C:21]3[C:16](=[N:17][CH:18]=[N:19][CH:20]=3)[NH:15][N:14]=2)[N:9]=[C:8](F)[C:7]=1[F:23])([CH3:4])([CH3:3])[CH3:2].[CH3:26][CH:27]([CH3:37])[C@:28]([C@@H:31]1[CH2:36][NH:35][CH2:34][CH2:33][NH:32]1)([OH:30])[CH3:29].N1([Si:43]([CH3:46])([CH3:45])[CH3:44])C=CN=C1, predict the reaction product. The product is: [Si:5]([C:6]1[C:7]([F:23])=[C:8]([N:35]2[CH2:34][CH2:33][NH:32][C@H:31]([C@:28]([O:30][Si:43]([CH3:46])([CH3:45])[CH3:44])([CH:27]([CH3:37])[CH3:26])[CH3:29])[CH2:36]2)[N:9]=[C:10]([C:13]2[C:21]3[C:16](=[N:17][CH:18]=[N:19][CH:20]=3)[NH:15][N:14]=2)[C:11]=1[F:12])([C:1]([CH3:4])([CH3:3])[CH3:2])([CH3:25])[CH3:24].